Dataset: Full USPTO retrosynthesis dataset with 1.9M reactions from patents (1976-2016). Task: Predict the reactants needed to synthesize the given product. (1) The reactants are: [OH:1][C:2]1[CH:3]=[CH:4][C:5]([N+:24]([O-])=O)=[C:6](/[CH:8]=[CH:9]/[C:10](=[O:23])[CH2:11][C:12](=[O:22])/[CH:13]=[CH:14]/[C:15]2[CH:20]=[CH:19][C:18]([OH:21])=[CH:17][CH:16]=2)[CH:7]=1.OC1C=CC(/C=C/C(=O)CC(=O)/C=C/C2C=CC=CC=2[N+]([O-])=O)=CC=1. Given the product [NH2:24][C:5]1[CH:4]=[CH:3][C:2]([OH:1])=[CH:7][C:6]=1/[CH:8]=[CH:9]/[C:10](=[O:23])[CH2:11][C:12](=[O:22])/[CH:13]=[CH:14]/[C:15]1[CH:16]=[CH:17][C:18]([OH:21])=[CH:19][CH:20]=1, predict the reactants needed to synthesize it. (2) Given the product [CH3:14][C:11]1[N:12]=[CH:13][C:8]([C:6](=[O:7])[CH3:1])=[N:9][CH:10]=1, predict the reactants needed to synthesize it. The reactants are: [CH3:1][Li].CON(C)[C:6]([C:8]1[CH:13]=[N:12][C:11]([CH3:14])=[CH:10][N:9]=1)=[O:7]. (3) Given the product [N:33]1([C:31]([C:28]2[CH:29]=[CH:30][C:25]([NH:24][C:5]3[N:6]=[C:7]([NH:10][C@@H:11]4[CH2:16][CH2:15][CH2:14][NH:13][CH2:12]4)[N:8]=[N:9][C:4]=3[C:1]([NH2:2])=[O:3])=[CH:26][CH:27]=2)=[O:32])[CH2:34][CH2:35][O:36][CH2:37][CH2:38]1.[ClH:39], predict the reactants needed to synthesize it. The reactants are: [C:1]([C:4]1[N:9]=[N:8][C:7]([NH:10][C@@H:11]2[CH2:16][CH2:15][CH2:14][N:13](C(OC(C)(C)C)=O)[CH2:12]2)=[N:6][C:5]=1[NH:24][C:25]1[CH:30]=[CH:29][C:28]([C:31]([N:33]2[CH2:38][CH2:37][O:36][CH2:35][CH2:34]2)=[O:32])=[CH:27][CH:26]=1)(=[O:3])[NH2:2].[ClH:39]. (4) Given the product [Cl:1][C:2]1[N:3]=[N:4][C:5]([C:8]([OH:10])=[O:9])=[CH:6][CH:7]=1, predict the reactants needed to synthesize it. The reactants are: [Cl:1][C:2]1[N:3]=[N:4][C:5]([CH3:8])=[CH:6][CH:7]=1.[OH2:9].[OH:10]S(O)(=O)=O.